From a dataset of CYP2D6 inhibition data for predicting drug metabolism from PubChem BioAssay. Regression/Classification. Given a drug SMILES string, predict its absorption, distribution, metabolism, or excretion properties. Task type varies by dataset: regression for continuous measurements (e.g., permeability, clearance, half-life) or binary classification for categorical outcomes (e.g., BBB penetration, CYP inhibition). Dataset: cyp2d6_veith. (1) The molecule is O=C(c1ccncc1)N1CCC2(CC1)CCN(c1ccncc1)CC2. The result is 0 (non-inhibitor). (2) The compound is Cc1ccc(C(=O)NC(=S)Nc2cccc3nsnc23)cc1. The result is 0 (non-inhibitor). (3) The molecule is Cc1cccc(-n2c(Cn3nc(C)c([N+](=O)[O-])c3C)n[nH]c2=S)c1. The result is 0 (non-inhibitor).